This data is from Full USPTO retrosynthesis dataset with 1.9M reactions from patents (1976-2016). The task is: Predict the reactants needed to synthesize the given product. (1) Given the product [C:1]([O:5][C:6]([N:8]1[CH2:13][CH2:12][CH:11]([NH:15][C:16]2[CH:21]=[CH:20][CH:19]=[CH:18][CH:17]=2)[CH2:10][CH2:9]1)=[O:7])([CH3:4])([CH3:3])[CH3:2], predict the reactants needed to synthesize it. The reactants are: [C:1]([O:5][C:6]([N:8]1[CH2:13][CH2:12][C:11](=O)[CH2:10][CH2:9]1)=[O:7])([CH3:4])([CH3:3])[CH3:2].[NH2:15][C:16]1[CH:21]=[CH:20][CH:19]=[CH:18][CH:17]=1.C(O)(=O)C.C(=O)([O-])O.[Na+]. (2) Given the product [CH3:1][O:2][C:3]([C:5]1[S:6][C:7]([O:12][CH2:13][C:14]([F:17])([F:15])[F:16])=[C:8]2[C:9]=1[NH:10][C:20]([C:21]([Cl:24])([Cl:23])[Cl:22])=[N:11]2)=[O:4], predict the reactants needed to synthesize it. The reactants are: [CH3:1][O:2][C:3]([C:5]1[S:6][C:7]([O:12][CH2:13][C:14]([F:17])([F:16])[F:15])=[C:8]([NH2:11])[C:9]=1[NH2:10])=[O:4].CO[C:20](=N)[C:21]([Cl:24])([Cl:23])[Cl:22]. (3) The reactants are: [O:1]=[C:2]1[C:11]2[C:6](=[CH:7][CH:8]=[CH:9][CH:10]=2)[C:5]([CH2:12][C:13]([OH:15])=[O:14])=[N:4][N:3]1[CH2:16][C:17]1[S:18][C:19]2[CH:25]=[CH:24][C:23]([C:26]([F:29])([F:28])[F:27])=[CH:22][C:20]=2[N:21]=1.[N:30]([CH2:37][CH2:38][OH:39])([CH2:34][CH2:35][OH:36])[CH2:31][CH2:32][OH:33]. Given the product [N:30]([CH2:37][CH2:38][OH:39])([CH2:34][CH2:35][OH:36])[CH2:31][CH2:32][OH:33].[O:1]=[C:2]1[C:11]2[C:6](=[CH:7][CH:8]=[CH:9][CH:10]=2)[C:5]([CH2:12][C:13]([OH:15])=[O:14])=[N:4][N:3]1[CH2:16][C:17]1[S:18][C:19]2[CH:25]=[CH:24][C:23]([C:26]([F:29])([F:28])[F:27])=[CH:22][C:20]=2[N:21]=1, predict the reactants needed to synthesize it. (4) Given the product [Br:1][C:2]1[CH:7]=[CH:6][CH:5]=[C:4]([I:8])[C:3]=1[CH2:9][CH3:10], predict the reactants needed to synthesize it. The reactants are: [Br:1][C:2]1[CH:7]=[CH:6][CH:5]=[C:4]([I:8])[CH:3]=1.[CH2:9](I)[CH3:10].[Li+].CC([N-]C(C)C)C.[NH4+].[Cl-].